This data is from Reaction yield outcomes from USPTO patents with 853,638 reactions. The task is: Predict the reaction yield, written as a fraction of the theoretical maximum amount of product (1.0 means a 100% yield; for example, 0.34 means a 34% yield). (1) The reactants are [NH2:1][C:2]1[CH:7]=[CH:6][CH:5]=[CH:4][CH:3]=1.C[Si]([N-][Si](C)(C)C)(C)C.[Li+].Cl[C:19]1[N:27]=[C:26]([Cl:28])[CH:25]=[CH:24][C:20]=1[C:21]([OH:23])=[O:22].Cl. The catalyst is C1COCC1.O. The product is [Cl:28][C:26]1[CH:25]=[CH:24][C:20]([C:21]([OH:23])=[O:22])=[C:19]([NH:1][C:2]2[CH:7]=[CH:6][CH:5]=[CH:4][CH:3]=2)[N:27]=1. The yield is 0.853. (2) The reactants are [Cl:1][C:2]1[CH:7]=[C:6]([O:8][CH3:9])[C:5]([N+:10]([O-])=O)=[CH:4][C:3]=1[CH2:13][C:14]([F:17])([F:16])[F:15].[Sn](Cl)Cl.C([O-])(O)=O.[Na+]. The product is [Cl:1][C:2]1[C:3]([CH2:13][C:14]([F:16])([F:17])[F:15])=[CH:4][C:5]([NH2:10])=[C:6]([O:8][CH3:9])[CH:7]=1. The catalyst is CCO. The yield is 0.850. (3) The reactants are [Cl:1][C:2]1[CH:3]=[CH:4][C:5]([N:8]2[CH2:13][CH2:12][CH:11]([NH:14]C(=O)OC(C)(C)C)[CH2:10][CH2:9]2)=[N:6][CH:7]=1.C1COCC1. The catalyst is Cl.O1CCOCC1. The product is [ClH:1].[ClH:1].[Cl:1][C:2]1[CH:3]=[CH:4][C:5]([N:8]2[CH2:13][CH2:12][CH:11]([NH2:14])[CH2:10][CH2:9]2)=[N:6][CH:7]=1. The yield is 1.00. (4) The reactants are [Cl:1][C:2]1[CH:7]=[CH:6][CH:5]=[CH:4][C:3]=1[CH:8]([O:10][C:11]([NH:13][C:14]1[CH:15]=[N:16][O:17][C:18]=1[C:19]1[CH:32]=[CH:31][C:22]([CH2:23][S:24][CH2:25][CH2:26][C:27]([O:29]C)=[O:28])=[CH:21][CH:20]=1)=[O:12])[CH3:9].Cl. The catalyst is C(O)C. The product is [Cl:1][C:2]1[CH:7]=[CH:6][CH:5]=[CH:4][C:3]=1[CH:8]([O:10][C:11]([NH:13][C:14]1[CH:15]=[N:16][O:17][C:18]=1[C:19]1[CH:32]=[CH:31][C:22]([CH2:23][S:24][CH2:25][CH2:26][C:27]([OH:29])=[O:28])=[CH:21][CH:20]=1)=[O:12])[CH3:9]. The yield is 0.470. (5) The reactants are [O:1]([C:8]1[C:13]2=[C:14]([CH3:18])[C:15]([OH:17])=[CH:16][N:12]2[N:11]=[CH:10][N:9]=1)[C:2]1[CH:7]=[CH:6][CH:5]=[CH:4][CH:3]=1.Br[CH2:20][CH2:21][CH2:22]Br.C([O-])([O-])=O.[K+].[K+].[CH3:30][S:31]([NH2:34])(=[O:33])=[O:32]. The catalyst is CN(C=O)C.ClCCl. The product is [CH3:18][C:14]1[C:15]([O:17][CH2:20][CH2:21][CH2:22][NH:34][S:31]([CH3:30])(=[O:33])=[O:32])=[CH:16][N:12]2[C:13]=1[C:8]([O:1][C:2]1[CH:3]=[CH:4][CH:5]=[CH:6][CH:7]=1)=[N:9][CH:10]=[N:11]2. The yield is 0.810. (6) The reactants are [N:1]1[C:8](Cl)=[N:7][C:5]([Cl:6])=[N:4][C:2]=1[Cl:3].[NH2:10][C:11]1[CH:26]=[CH:25][C:14]([O:15][CH2:16][O:17][C:18]2[CH:23]=[CH:22][C:21]([NH2:24])=[CH:20][CH:19]=2)=[CH:13][CH:12]=1.BrCBr.[H-].[Na+]. The catalyst is O1CCCC1. The product is [Cl:6][C:5]1[N:4]=[C:2]([Cl:3])[N:1]=[C:8]([N:24]([C:21]2[CH:22]=[CH:23][C:18]([O:17][CH2:16][O:15][C:14]3[CH:25]=[CH:26][C:11]([N:10]([C:8]4[N:7]=[C:5]([Cl:6])[N:4]=[C:2]([Cl:3])[N:1]=4)[C:8]4[N:7]=[C:5]([Cl:6])[N:4]=[C:2]([Cl:3])[N:1]=4)=[CH:12][CH:13]=3)=[CH:19][CH:20]=2)[C:8]2[N:7]=[C:5]([Cl:6])[N:4]=[C:2]([Cl:3])[N:1]=2)[N:7]=1. The yield is 0.160.